Dataset: Forward reaction prediction with 1.9M reactions from USPTO patents (1976-2016). Task: Predict the product of the given reaction. (1) Given the reactants [Cl:1][C:2]1[C:11]([O:12]C(C)C)=[C:10]2[C:5]([CH:6]=[CH:7][CH:8]=[N:9]2)=[C:4]([C:16]2[CH:17]=[N:18][CH:19]=[CH:20][CH:21]=2)[CH:3]=1.B(Cl)(Cl)Cl, predict the reaction product. The product is: [Cl:1][C:2]1[C:11]([OH:12])=[C:10]2[C:5]([CH:6]=[CH:7][CH:8]=[N:9]2)=[C:4]([C:16]2[CH:17]=[N:18][CH:19]=[CH:20][CH:21]=2)[CH:3]=1. (2) Given the reactants ClC1([C:11]2[S:15][C:14]([C:16]([OH:18])=O)=[C:13]([O:19][CH2:20][C:21]3[CH:26]=[CH:25][CH:24]=[CH:23][C:22]=3[CH3:27])[CH:12]=2)C=CC2=NC=NC2=C1.[ClH:28].[CH3:29][NH:30][O:31][CH3:32].[CH2:33](N(CC)CC)C.Cl.CN(C)[CH2:43][CH2:44][CH2:45][N:46]=[C:47]=[N:48][CH2:49][CH3:50], predict the reaction product. The product is: [Cl:28][C:33]1[CH:43]=[CH:44][C:45]2[N:46]([C:11]3[S:15][C:14]([C:16]([N:30]([O:31][CH3:32])[CH3:29])=[O:18])=[C:13]([O:19][CH2:20][C:21]4[CH:26]=[CH:25][CH:24]=[CH:23][C:22]=4[CH3:27])[CH:12]=3)[CH:47]=[N:48][C:49]=2[CH:50]=1. (3) Given the reactants [NH2:1][C:2]1[CH:19]=[CH:18][C:5]2[N:6]=[C:7]([NH:9][C:10](=[O:17])[C:11]3[CH:16]=[CH:15][CH:14]=[CH:13][CH:12]=3)[S:8][C:4]=2[CH:3]=1.[C:20]12([C:30](O)=[O:31])[CH2:29][CH:24]3[CH2:25][CH:26]([CH2:28][CH:22]([CH2:23]3)[CH2:21]1)[CH2:27]2.C1C=NC2N(O)N=NC=2C=1.C(N(CC)CC)C, predict the reaction product. The product is: [C:10]([NH:9][C:7]1[S:8][C:4]2[CH:3]=[C:2]([NH:1][C:30]([C:20]34[CH2:29][CH:24]5[CH2:23][CH:22]([CH2:28][CH:26]([CH2:25]5)[CH2:27]3)[CH2:21]4)=[O:31])[CH:19]=[CH:18][C:5]=2[N:6]=1)(=[O:17])[C:11]1[CH:16]=[CH:15][CH:14]=[CH:13][CH:12]=1. (4) Given the reactants C(=O)([O-])[O-].[Cs+].[Cs+].[NH2:7][CH:8]1[CH2:13][CH2:12][CH:11]([CH2:14][C@H:15]([NH:19][C:20]([O:22][C:23]([CH3:26])([CH3:25])[CH3:24])=[O:21])[C:16]([OH:18])=[O:17])[CH2:10][CH2:9]1.Cl[C:28]1[N:33]=[C:32]([C:34]2[CH:39]=[CH:38][CH:37]=[CH:36][CH:35]=2)[C:31]([C:40]2[CH:45]=[CH:44][CH:43]=[CH:42][CH:41]=2)=[CH:30][N:29]=1, predict the reaction product. The product is: [C:23]([O:22][C:20]([NH:19][C@@H:15]([CH2:14][CH:11]1[CH2:10][CH2:9][CH:8]([NH:7][C:28]2[N:33]=[C:32]([C:34]3[CH:39]=[CH:38][CH:37]=[CH:36][CH:35]=3)[C:31]([C:40]3[CH:41]=[CH:42][CH:43]=[CH:44][CH:45]=3)=[CH:30][N:29]=2)[CH2:13][CH2:12]1)[C:16]([OH:18])=[O:17])=[O:21])([CH3:26])([CH3:25])[CH3:24]. (5) The product is: [CH:1]1[C:10]2[C:5](=[C:6]([NH:11][C:13](=[S:14])[NH:12][C:15]3[CH:16]=[C:17]([S:23]([NH2:26])(=[O:25])=[O:24])[CH:18]=[CH:19][C:20]=3[O:21][CH3:22])[CH:7]=[CH:8][CH:9]=2)[CH:4]=[CH:3][N:2]=1. Given the reactants [CH:1]1[C:10]2[C:5](=[C:6]([NH2:11])[CH:7]=[CH:8][CH:9]=2)[CH:4]=[CH:3][N:2]=1.[N:12]([C:15]1[CH:16]=[C:17]([S:23]([NH2:26])(=[O:25])=[O:24])[CH:18]=[CH:19][C:20]=1[O:21][CH3:22])=[C:13]=[S:14].CS(C1C=CC(OC)=C(NC(NC2C=CC=C3C=2C=NN3C)=S)C=1)(=O)=O, predict the reaction product. (6) Given the reactants [CH3:1][C:2]1[CH:3]=[C:4]([OH:9])[CH:5]=[CH:6][C:7]=1[F:8].[OH-].[K+].I[C:13]1[C:18]([Cl:19])=[CH:17][C:16]([N+:20]([O-:22])=[O:21])=[CH:15][C:14]=1[Cl:23].CCOC(C)=O, predict the reaction product. The product is: [Cl:19][C:18]1[CH:17]=[C:16]([N+:20]([O-:22])=[O:21])[CH:15]=[C:14]([Cl:23])[C:13]=1[O:9][C:4]1[CH:5]=[CH:6][C:7]([F:8])=[C:2]([CH3:1])[CH:3]=1. (7) Given the reactants Br[C:2]1[N:7]=[C:6]([Cl:8])[C:5]2[N:9]=[C:10]([C:14]3[C:15]([NH2:19])=[N:16][O:17][N:18]=3)[N:11]([CH2:12][CH3:13])[C:4]=2[CH:3]=1.C([O-])([O-])=O.[K+].[K+].O1CCO[CH2:28][CH2:27]1, predict the reaction product. The product is: [Cl:8][C:6]1[C:5]2[N:9]=[C:10]([C:14]3[C:15]([NH2:19])=[N:16][O:17][N:18]=3)[N:11]([CH2:12][CH3:13])[C:4]=2[CH:3]=[C:2]([CH:27]=[CH2:28])[N:7]=1. (8) Given the reactants [C:1]([C:5]1[C:6]([OH:21])=[N:7][N:8]2[C:13]=1[CH:12]=[N:11][N:10]=[C:9]2[C:14]1[CH:18]=[C:17]([CH2:19][OH:20])[O:16][N:15]=1)([CH3:4])([CH3:3])[CH3:2].Cl.Cl[CH2:24][C:25]1[N:29]([CH3:30])[N:28]=[CH:27][N:26]=1.C(=O)([O-])[O-].[K+].[K+], predict the reaction product. The product is: [C:1]([C:5]1[C:6]([O:21][CH2:24][C:25]2[N:29]([CH3:30])[N:28]=[CH:27][N:26]=2)=[N:7][N:8]2[C:13]=1[CH:12]=[N:11][N:10]=[C:9]2[C:14]1[CH:18]=[C:17]([CH2:19][OH:20])[O:16][N:15]=1)([CH3:4])([CH3:2])[CH3:3].